From a dataset of Full USPTO retrosynthesis dataset with 1.9M reactions from patents (1976-2016). Predict the reactants needed to synthesize the given product. (1) Given the product [CH3:1][N:2]1[CH2:7][CH2:6][C:5]([N:9]2[CH2:14][CH2:13][O:12][CH2:11][CH2:10]2)=[CH:4][CH2:3]1, predict the reactants needed to synthesize it. The reactants are: [CH3:1][N:2]1[CH2:7][CH2:6][C:5](=O)[CH2:4][CH2:3]1.[NH:9]1[CH2:14][CH2:13][O:12][CH2:11][CH2:10]1. (2) Given the product [CH2:3]([O:10][C:12]1[C:17]([O:18][CH2:19][O:20][CH3:21])=[CH:16][CH:15]=[CH:14][N:13]=1)[C:4]1[CH:9]=[CH:8][CH:7]=[CH:6][CH:5]=1, predict the reactants needed to synthesize it. The reactants are: [H-].[Na+].[CH2:3]([OH:10])[C:4]1[CH:9]=[CH:8][CH:7]=[CH:6][CH:5]=1.Cl[C:12]1[C:17]([O:18][CH2:19][O:20][CH3:21])=[CH:16][CH:15]=[CH:14][N:13]=1.